From a dataset of Full USPTO retrosynthesis dataset with 1.9M reactions from patents (1976-2016). Predict the reactants needed to synthesize the given product. (1) Given the product [F:28][C:29]([F:39])([F:40])[C:30]([F:37])([F:38])[C:31]([F:35])([F:36])[C:32]([O-:34])=[O:33].[C:22]1([S+:15]([C:9]2[CH:10]=[CH:11][CH:12]=[CH:13][CH:14]=2)[C:16]2[CH:21]=[CH:20][CH:19]=[CH:18][CH:17]=2)[CH:23]=[CH:24][CH:25]=[CH:26][CH:27]=1, predict the reactants needed to synthesize it. The reactants are: FC(F)(F)S([O-])(=O)=O.[C:9]1([S+:15]([C:22]2[CH:27]=[CH:26][CH:25]=[CH:24][CH:23]=2)[C:16]2[CH:21]=[CH:20][CH:19]=[CH:18][CH:17]=2)[CH:14]=[CH:13][CH:12]=[CH:11][CH:10]=1.[F:28][C:29]([F:40])([F:39])[C:30]([F:38])([F:37])[C:31]([F:36])([F:35])[C:32]([OH:34])=[O:33]. (2) Given the product [CH2:1]([O:3][C:4]([C:5]1[CH:10]=[CH:9][CH:8]=[C:7]2[O:11][C:14]([CH3:15])=[N:12][C:6]=12)=[O:13])[CH3:2], predict the reactants needed to synthesize it. The reactants are: [CH2:1]([O:3][C:4](=[O:13])[C:5]1[CH:10]=[CH:9][CH:8]=[C:7]([OH:11])[C:6]=1[NH2:12])[CH3:2].[C:14](Cl)(=O)[CH3:15].CCN(CC)CC.C1(C)C=CC(S([O-])(=O)=O)=CC=1.[NH+]1C=CC=CC=1. (3) Given the product [N+:3]([C:6]1[CH:7]=[CH:8][C:9]([N:12]([CH2:13][C:14]([OH:16])=[O:15])[C:19](=[O:20])[C:18]([F:29])([F:28])[F:17])=[CH:10][CH:11]=1)([O-:5])=[O:4], predict the reactants needed to synthesize it. The reactants are: [H-].[Na+].[N+:3]([C:6]1[CH:11]=[CH:10][C:9]([NH:12][CH2:13][C:14]([OH:16])=[O:15])=[CH:8][CH:7]=1)([O-:5])=[O:4].[F:17][C:18]([F:29])([F:28])[C:19](O[C:19](=[O:20])[C:18]([F:29])([F:28])[F:17])=[O:20].O. (4) The reactants are: [CH:1]1([S:7]([C:10]2[CH:29]=[CH:28][CH:27]=[CH:26][C:11]=2[CH2:12][C:13]2[C:21]3[C:20](=[O:22])[CH2:19][C:18]([CH3:24])([CH3:23])[CH2:17][C:16]=3[NH:15][C:14]=2[CH3:25])(=[O:9])=[O:8])[CH2:6][CH2:5][CH2:4][CH2:3][CH2:2]1.Br[CH2:31][C:32]([O:34][CH2:35][CH3:36])=[O:33].[I-].[K+].C(=O)([O-])[O-].[K+].[K+]. Given the product [CH:1]1([S:7]([C:10]2[CH:29]=[CH:28][CH:27]=[CH:26][C:11]=2[CH2:12][C:13]2[C:21]3[C:20](=[O:22])[CH2:19][C:18]([CH3:24])([CH3:23])[CH2:17][C:16]=3[N:15]([CH2:31][C:32]([O:34][CH2:35][CH3:36])=[O:33])[C:14]=2[CH3:25])(=[O:9])=[O:8])[CH2:6][CH2:5][CH2:4][CH2:3][CH2:2]1, predict the reactants needed to synthesize it.